This data is from Reaction yield outcomes from USPTO patents with 853,638 reactions. The task is: Predict the reaction yield, written as a fraction of the theoretical maximum amount of product (1.0 means a 100% yield; for example, 0.34 means a 34% yield). The reactants are [C:1]([O:5][C:6]([N:8]1[CH2:13][CH2:12][O:11][CH2:10][CH:9]1[C:14]([N:16]1[CH2:21][CH2:20][N:19]([C:22]2[CH:27]=[CH:26][CH:25]=[C:24]([C:28]3[N:32]([CH3:33])[C:31]4[CH:34]=[CH:35][CH:36]=[CH:37][C:30]=4[N:29]=3)[CH:23]=2)[CH2:18][CH2:17]1)=O)=[O:7])([CH3:4])([CH3:3])[CH3:2].[H-].[Al+3].[Li+].[H-].[H-].[H-]. The catalyst is C1COCC1. The product is [C:1]([O:5][C:6]([N:8]1[CH2:13][CH2:12][O:11][CH2:10][CH:9]1[CH2:14][N:16]1[CH2:21][CH2:20][N:19]([C:22]2[CH:27]=[CH:26][CH:25]=[C:24]([C:28]3[N:32]([CH3:33])[C:31]4[CH:34]=[CH:35][CH:36]=[CH:37][C:30]=4[N:29]=3)[CH:23]=2)[CH2:18][CH2:17]1)=[O:7])([CH3:4])([CH3:2])[CH3:3]. The yield is 0.430.